This data is from Reaction yield outcomes from USPTO patents with 853,638 reactions. The task is: Predict the reaction yield, written as a fraction of the theoretical maximum amount of product (1.0 means a 100% yield; for example, 0.34 means a 34% yield). (1) The reactants are Cl[C:2]1[N:7]=[C:6]([O:8][CH3:9])[CH:5]=[CH:4][N:3]=1.[Br:10][C:11]1[CH:12]=[C:13]([CH:15]=[C:16]([CH3:18])[CH:17]=1)[NH2:14].C(O)(=O)C. The catalyst is O1CCOCC1. The product is [Br:10][C:11]1[CH:12]=[C:13]([NH:14][C:2]2[N:7]=[C:6]([O:8][CH3:9])[CH:5]=[CH:4][N:3]=2)[CH:15]=[C:16]([CH3:18])[CH:17]=1. The yield is 1.00. (2) The reactants are [C:1]([N:4]1[C:12]2[C:7](=[CH:8][C:9]([NH2:13])=[CH:10][CH:11]=2)[C:6]([C:14]2[CH:19]=[CH:18][CH:17]=[CH:16][CH:15]=2)=[N:5]1)(=[O:3])[CH3:2].C(N(CC)CC)C.Cl.[CH3:28][O:29][C:30](=[O:40])[C:31]1[CH:39]=[CH:38][C:34]([C:35](O)=[O:36])=[CH:33][CH:32]=1. The catalyst is CN(C)C1C=CN=CC=1.ClCCl. The product is [C:1]([N:4]1[C:12]2[C:7](=[CH:8][C:9]([NH:13][C:35]([C:34]3[CH:38]=[CH:39][C:31]([C:30]([O:29][CH3:28])=[O:40])=[CH:32][CH:33]=3)=[O:36])=[CH:10][CH:11]=2)[C:6]([C:14]2[CH:19]=[CH:18][CH:17]=[CH:16][CH:15]=2)=[N:5]1)(=[O:3])[CH3:2]. The yield is 0.750.